From a dataset of Reaction yield outcomes from USPTO patents with 853,638 reactions. Predict the reaction yield, written as a fraction of the theoretical maximum amount of product (1.0 means a 100% yield; for example, 0.34 means a 34% yield). (1) The reactants are I[C:2]1[CH:3]=[C:4]2[N:10]=[CH:9][N:8]([CH2:11][C:12]3[CH:17]=[CH:16][C:15]([O:18][CH2:19][C:20]4[CH:21]=[N:22][C:23]([O:26][CH3:27])=[CH:24][CH:25]=4)=[C:14]([O:28][CH3:29])[CH:13]=3)[C:5]2=[N:6][CH:7]=1.Cl.[C:31]([C:33]1([CH3:39])[CH2:38][CH2:37][CH2:36][NH:35][CH2:34]1)#[CH:32].N1CCCCC1. The yield is 0.100. The catalyst is O1CCCC1.Cl[Pd](Cl)([P](C1C=CC=CC=1)(C1C=CC=CC=1)C1C=CC=CC=1)[P](C1C=CC=CC=1)(C1C=CC=CC=1)C1C=CC=CC=1.[Cu]I. The product is [CH3:29][O:28][C:14]1[CH:13]=[C:12]([CH:17]=[CH:16][C:15]=1[O:18][CH2:19][C:20]1[CH:21]=[N:22][C:23]([O:26][CH3:27])=[CH:24][CH:25]=1)[CH2:11][N:8]1[C:5]2=[N:6][CH:7]=[C:2]([C:32]3[N:35]4[CH2:34][C:33]([CH3:39])([CH2:38][CH2:37][CH2:36]4)[CH:31]=3)[CH:3]=[C:4]2[N:10]=[CH:9]1. (2) No catalyst specified. The reactants are Cl[C:2]1[NH:10][C:9]2[C:4](=[N:5][CH:6]=[CH:7][CH:8]=2)[C:3]=1[C:11]#[N:12].[CH2:13]1[CH:22]2[CH:17]([CH2:18][CH2:19][CH2:20][CH2:21]2)[CH2:16][CH2:15][NH:14]1. The product is [CH2:13]1[CH:22]2[CH:17]([CH2:18][CH2:19][CH2:20][CH2:21]2)[CH2:16][CH2:15][N:14]1[C:2]1[NH:10][C:9]2[C:4](=[N:5][CH:6]=[CH:7][CH:8]=2)[C:3]=1[C:11]#[N:12]. The yield is 0.540. (3) The reactants are [F:1][C:2]1[CH:3]=[C:4]([N:8]2[CH:12]=[C:11]([NH:13][C:14](=[O:18])[CH:15]([CH3:17])[CH3:16])[C:10]([CH:19]=C)=[N:9]2)[CH:5]=[N:6][CH:7]=1.I([O-])(=O)(=O)=[O:22].[Na+]. The catalyst is O1CCCC1.O.[Os](=O)(=O)(=O)=O. The product is [F:1][C:2]1[CH:3]=[C:4]([N:8]2[CH:12]=[C:11]([NH:13][C:14](=[O:18])[CH:15]([CH3:17])[CH3:16])[C:10]([CH:19]=[O:22])=[N:9]2)[CH:5]=[N:6][CH:7]=1. The yield is 0.880.